The task is: Predict the reaction yield, written as a fraction of the theoretical maximum amount of product (1.0 means a 100% yield; for example, 0.34 means a 34% yield).. This data is from Reaction yield outcomes from USPTO patents with 853,638 reactions. (1) The reactants are [C:1]([O:5][C:6]([NH:8][C:9]1([C:14]([OH:16])=O)[CH2:13]C[CH2:11][CH2:10]1)=[O:7])([CH3:4])([CH3:3])[CH3:2].[H-].[H-].[H-].[H-].[Li+].[Al+3].CC[O:25]C(C)=O. The catalyst is C1COCC1. The product is [C:1]([O:5][C:6]([NH:8][C:9]1([CH2:13][OH:25])[CH2:10][CH2:11][O:16][CH2:14]1)=[O:7])([CH3:4])([CH3:3])[CH3:2]. The yield is 0.460. (2) The reactants are [NH2:1][C:2]1[C:3]([CH3:13])=[C:4]([C:9]([Br:12])=[CH:10][CH:11]=1)[C:5]([O:7][CH3:8])=[O:6].[N:14]([O-])=O.[Na+]. The catalyst is C(O)(=O)C.O. The product is [Br:12][C:9]1[CH:10]=[CH:11][C:2]2[NH:1][N:14]=[CH:13][C:3]=2[C:4]=1[C:5]([O:7][CH3:8])=[O:6]. The yield is 0.860. (3) The reactants are Br[C:2]1[CH:3]=[C:4]2[C:9](=[CH:10][CH:11]=1)[N:8]=[CH:7][N:6]=[C:5]2[C:12]1[CH:17]=[CH:16][N:15]=[CH:14][CH:13]=1.CC1(C)C(C)(C)OB([C:26]2[CH:27]=[C:28]3[CH:34]=[CH:33][NH:32][C:29]3=[N:30][CH:31]=2)O1.C(Cl)Cl.C(=O)([O-])[O-].[Na+].[Na+]. The catalyst is O1CCOCC1. The product is [N:15]1[CH:16]=[CH:17][C:12]([C:5]2[C:4]3[C:9](=[CH:10][CH:11]=[C:2]([C:26]4[CH:27]=[C:28]5[CH:34]=[CH:33][NH:32][C:29]5=[N:30][CH:31]=4)[CH:3]=3)[N:8]=[CH:7][N:6]=2)=[CH:13][CH:14]=1. The yield is 0.290. (4) The reactants are [CH3:1][C:2]1[S:3][CH:4]=[CH:5][C:6]=1[C:7]([OH:9])=[O:8].C([N-]C(C)C)(C)C.[Li+].[Br:18][C:19]1[CH:24]=[CH:23][C:22]([O:25][CH3:26])=[C:21]([CH2:27]Br)[CH:20]=1.CO. The catalyst is C1COCC1. The product is [Br:18][C:19]1[CH:24]=[CH:23][C:22]([O:25][CH3:26])=[C:21]([CH2:27][CH2:1][C:2]2[S:3][CH:4]=[CH:5][C:6]=2[C:7]([OH:9])=[O:8])[CH:20]=1. The yield is 0.270. (5) The reactants are [CH3:1][O:2][C:3](=[O:12])[CH:4]([NH:8][C:9](=O)[CH3:10])[C:5](=O)[CH3:6].[NH2:13][C:14]1[CH:19]=[CH:18][CH:17]=[CH:16][CH:15]=1.FC(F)(F)C(O)=O. The catalyst is C(#N)CCC. The product is [CH3:10][C:9]1[N:13]([C:14]2[CH:19]=[CH:18][CH:17]=[CH:16][CH:15]=2)[C:5]([CH3:6])=[C:4]([C:3]([O:2][CH3:1])=[O:12])[N:8]=1. The yield is 0.460.